Predict which catalyst facilitates the given reaction. From a dataset of Catalyst prediction with 721,799 reactions and 888 catalyst types from USPTO. Reactant: [Cl:1][C:2]1[CH:7]=[CH:6][C:5]([CH2:8][C:9]([OH:11])=O)=[CH:4][C:3]=1[F:12].C(N(CC)CC)C.C(Cl)(=O)C(C)(C)C.[CH2:27]([C@@H:34]1[CH2:38][O:37][C:36](=[O:39])[NH:35]1)[C:28]1[CH:33]=[CH:32][CH:31]=[CH:30][CH:29]=1.[Li]CCCC. Product: [CH2:27]([C@@H:34]1[CH2:38][O:37][C:36](=[O:39])[N:35]1[C:9](=[O:11])[CH2:8][C:5]1[CH:6]=[CH:7][C:2]([Cl:1])=[C:3]([F:12])[CH:4]=1)[C:28]1[CH:29]=[CH:30][CH:31]=[CH:32][CH:33]=1. The catalyst class is: 1.